From a dataset of Forward reaction prediction with 1.9M reactions from USPTO patents (1976-2016). Predict the product of the given reaction. (1) Given the reactants [N:1]([CH:4]1[C:12]2[C:7](=[CH:8][CH:9]=[CH:10][CH:11]=2)[CH2:6][CH2:5]1)=[C:2]=[S:3].[NH2:13][CH2:14][CH2:15][OH:16], predict the reaction product. The product is: [OH:16][CH2:15][CH2:14][NH:13][C:2]([NH:1][CH:4]1[C:12]2[C:7](=[CH:8][CH:9]=[CH:10][CH:11]=2)[CH2:6][CH2:5]1)=[S:3]. (2) Given the reactants [C:1]([O:5][C:6](=[O:21])[NH:7][C:8]1[CH:13]=[C:12]([O:14][CH2:15][CH3:16])[C:11]([Cl:17])=[CH:10][C:9]=1[N+:18]([O-])=O)([CH3:4])([CH3:3])[CH3:2], predict the reaction product. The product is: [C:1]([O:5][C:6](=[O:21])[NH:7][C:8]1[CH:13]=[C:12]([O:14][CH2:15][CH3:16])[C:11]([Cl:17])=[CH:10][C:9]=1[NH2:18])([CH3:2])([CH3:3])[CH3:4]. (3) Given the reactants [Br:1][C:2]1[CH:3]=[C:4]([C:9]([C:11]2[CH:12]=[N:13][CH:14]=[CH:15][CH:16]=2)=O)[CH:5]=[C:6]([Cl:8])[CH:7]=1.C(O)CO.[OH-].[K+], predict the reaction product. The product is: [Br:1][C:2]1[CH:3]=[C:4]([CH:5]=[C:6]([Cl:8])[CH:7]=1)[CH2:9][C:11]1[CH:12]=[N:13][CH:14]=[CH:15][CH:16]=1. (4) Given the reactants [F:1][C:2]1[CH:3]=[C:4]([OH:11])[CH:5]=[CH:6][C:7]=1[N+:8]([O-:10])=[O:9].Cl.Cl[CH2:14][C:15]1[CH:19]=[CH:18][N:17]([CH3:20])[N:16]=1.C(=O)([O-])[O-].[K+].[K+].[I-].[K+], predict the reaction product. The product is: [F:1][C:2]1[CH:3]=[C:4]([CH:5]=[CH:6][C:7]=1[N+:8]([O-:10])=[O:9])[O:11][CH2:14][C:15]1[CH:19]=[CH:18][N:17]([CH3:20])[N:16]=1. (5) Given the reactants [Cl:1][C:2]1[CH:3]=[CH:4][C:5]([N:13]2[CH:17]=[N:16][N:15]=[N:14]2)=[C:6](/[CH:8]=[CH:9]/[C:10]([OH:12])=O)[CH:7]=1.[F:18][C:19]1[CH:24]=[CH:23][C:22]([CH:25]2[CH2:30][CH:29]([N:31]3[CH2:36][CH2:35][O:34][CH2:33][CH2:32]3)[CH2:28][NH:27][CH:26]2[C:37]([NH:39][C:40]2[CH:41]=[C:42]3[C:46](=[CH:47][CH:48]=2)[NH:45][N:44]=[CH:43]3)=[O:38])=[CH:21][CH:20]=1.CCN(C(C)C)C(C)C.CN(C(ON1N=NC2C=CC=NC1=2)=[N+](C)C)C.F[P-](F)(F)(F)(F)F, predict the reaction product. The product is: [Cl:1][C:2]1[CH:3]=[CH:4][C:5]([N:13]2[CH:17]=[N:16][N:15]=[N:14]2)=[C:6](/[CH:8]=[CH:9]/[C:10]([N:27]2[CH2:28][CH:29]([N:31]3[CH2:32][CH2:33][O:34][CH2:35][CH2:36]3)[CH2:30][CH:25]([C:22]3[CH:21]=[CH:20][C:19]([F:18])=[CH:24][CH:23]=3)[CH:26]2[C:37]([NH:39][C:40]2[CH:41]=[C:42]3[C:46](=[CH:47][CH:48]=2)[NH:45][N:44]=[CH:43]3)=[O:38])=[O:12])[CH:7]=1. (6) Given the reactants [H-].[H-].[H-].[H-].[Li+].[Al+3].[CH3:7][N:8]([CH3:19])[C:9]1[CH:18]=[CH:17][C:12]([CH:13]=[CH:14][CH:15]=[O:16])=[CH:11][CH:10]=1.Cl.C([O-])(O)=O.[Na+], predict the reaction product. The product is: [CH3:19][N:8]([CH3:7])[C:9]1[CH:18]=[CH:17][C:12]([CH2:13][CH2:14][CH2:15][OH:16])=[CH:11][CH:10]=1. (7) Given the reactants [Cl:1][C:2]1[CH:3]=[C:4]([CH:6]=[CH:7][C:8]=1[Cl:9])[NH2:5].O=[C:11]([CH2:19][CH3:20])[C:12]([O:14][CH2:15][CH:16]([CH3:18])[CH3:17])=[O:13], predict the reaction product. The product is: [CH2:15]([O:14][C:12](=[O:13])[CH:11]([NH:5][C:4]1[CH:6]=[CH:7][C:8]([Cl:9])=[C:2]([Cl:1])[CH:3]=1)[CH2:19][CH3:20])[CH:16]([CH3:18])[CH3:17]. (8) Given the reactants [CH2:1]([O:8][C@H:9]1[CH2:13][N:12](C(OC(C)(C)C)=O)[C@@H:11]([C@@H:21]([OH:54])[C@@H:22]([NH:30][C:31](=[O:53])[C:32]2[CH:37]=[C:36]([C:38]([N:40]3[CH2:44][CH2:43][CH2:42][C@@H:41]3[C:45]3[S:46][CH:47]=[C:48]([CH3:50])[N:49]=3)=[O:39])[CH:35]=[C:34]([CH2:51][F:52])[CH:33]=2)[CH2:23][C:24]2[CH:29]=[CH:28][CH:27]=[CH:26][CH:25]=2)[CH2:10]1)[C:2]1[CH:7]=[CH:6][CH:5]=[CH:4][CH:3]=1.CO.C(=O)(O)[O-].[Na+], predict the reaction product. The product is: [CH2:1]([O:8][C@H:9]1[CH2:13][NH:12][C@@H:11]([C@@H:21]([OH:54])[C@@H:22]([NH:30][C:31](=[O:53])[C:32]2[CH:37]=[C:36]([C:38]([N:40]3[CH2:44][CH2:43][CH2:42][C@@H:41]3[C:45]3[S:46][CH:47]=[C:48]([CH3:50])[N:49]=3)=[O:39])[CH:35]=[C:34]([CH2:51][F:52])[CH:33]=2)[CH2:23][C:24]2[CH:29]=[CH:28][CH:27]=[CH:26][CH:25]=2)[CH2:10]1)[C:2]1[CH:3]=[CH:4][CH:5]=[CH:6][CH:7]=1. (9) Given the reactants [H-].[Na+].[NH2:3][C:4]1[C:12]2[C:7](=[CH:8][CH:9]=[CH:10][C:11]=2[F:13])[C:6]([C:21]2[CH:22]=[C:23]([CH3:28])[C:24](=[O:27])[NH:25][CH:26]=2)([C:14]2[CH:19]=[CH:18][CH:17]=[C:16]([Br:20])[CH:15]=2)[N:5]=1.I[CH2:30][CH3:31], predict the reaction product. The product is: [NH2:3][C:4]1[C:12]2[C:7](=[CH:8][CH:9]=[CH:10][C:11]=2[F:13])[C:6]([C:21]2[CH:22]=[C:23]([CH3:28])[C:24](=[O:27])[N:25]([CH2:30][CH3:31])[CH:26]=2)([C:14]2[CH:19]=[CH:18][CH:17]=[C:16]([Br:20])[CH:15]=2)[N:5]=1.